From a dataset of Reaction yield outcomes from USPTO patents with 853,638 reactions. Predict the reaction yield, written as a fraction of the theoretical maximum amount of product (1.0 means a 100% yield; for example, 0.34 means a 34% yield). (1) The reactants are Cl[C:2]1[CH:11]=[N:10][C:9]2[C:4](=[CH:5][C:6]([O:12][CH3:13])=[CH:7][CH:8]=2)[N:3]=1.[CH3:14][O:15][C:16]1[CH:21]=[C:20]([O:22][CH3:23])[CH:19]=[CH:18][C:17]=1[CH2:24][NH2:25].CCOC(C)=O. The catalyst is CS(C)=O. The product is [CH3:14][O:15][C:16]1[CH:21]=[C:20]([O:22][CH3:23])[CH:19]=[CH:18][C:17]=1[CH2:24][NH:25][C:2]1[CH:11]=[N:10][C:9]2[C:4](=[CH:5][C:6]([O:12][CH3:13])=[CH:7][CH:8]=2)[N:3]=1. The yield is 0.930. (2) The reactants are [H-].[Na+].[C:3]([C:5]1[CH:10]=[CH:9][C:8]([N:11]([CH2:25][C:26]([F:29])([F:28])[F:27])[CH2:12][CH2:13][S:14][C:15]2[CH:20]=[CH:19][C:18]([NH:21][C:22](=[O:24])[CH3:23])=[CH:17][CH:16]=2)=[CH:7][C:6]=1[C:30]([F:33])([F:32])[F:31])#[N:4].I[CH3:35]. The catalyst is CN(C=O)C. The product is [C:3]([C:5]1[CH:10]=[CH:9][C:8]([N:11]([CH2:25][C:26]([F:29])([F:27])[F:28])[CH2:12][CH2:13][S:14][C:15]2[CH:16]=[CH:17][C:18]([N:21]([CH3:35])[C:22](=[O:24])[CH3:23])=[CH:19][CH:20]=2)=[CH:7][C:6]=1[C:30]([F:31])([F:33])[F:32])#[N:4]. The yield is 0.660. (3) The reactants are [C:1]([O:5][C:6]1[CH:11]=[CH:10][CH:9]=[CH:8][C:7]=1[CH:12]=[CH:13][N+:14]([O-])=O)([CH3:4])([CH3:3])[CH3:2].[H-].[Al+3].[Li+].[H-].[H-].[H-]. The catalyst is O1CCCC1. The product is [C:1]([O:5][C:6]1[CH:11]=[CH:10][CH:9]=[CH:8][C:7]=1[CH2:12][CH2:13][NH2:14])([CH3:4])([CH3:3])[CH3:2]. The yield is 0.961. (4) The reactants are [CH2:1]([NH:5][C:6]1[N:11]=[C:10]([C:12]2[C:13]([C:22]3[CH:27]=[CH:26][C:25]([F:28])=[CH:24][CH:23]=3)=[N:14][N:15]3[C:20](Cl)=[CH:19][CH:18]=[CH:17][C:16]=23)[CH:9]=[CH:8][N:7]=1)[CH2:2][CH2:3][CH3:4].[O:29]1[CH:33]=[CH:32][CH:31]=[C:30]1B(O)O.C(=O)([O-])[O-].[Na+].[Na+]. The catalyst is O.Cl[Pd](Cl)([P](C1C=CC=CC=1)(C1C=CC=CC=1)C1C=CC=CC=1)[P](C1C=CC=CC=1)(C1C=CC=CC=1)C1C=CC=CC=1. The product is [CH2:1]([NH:5][C:6]1[N:11]=[C:10]([C:12]2[C:13]([C:22]3[CH:27]=[CH:26][C:25]([F:28])=[CH:24][CH:23]=3)=[N:14][N:15]3[C:20]([C:30]4[O:29][CH:33]=[CH:32][CH:31]=4)=[CH:19][CH:18]=[CH:17][C:16]=23)[CH:9]=[CH:8][N:7]=1)[CH2:2][CH2:3][CH3:4]. The yield is 0.390. (5) The reactants are C(OC([N:8]1[CH2:13][CH2:12][CH:11]([N:14]2[CH2:27][C:19]3[C:20]4[CH:21]=[N:22][NH:23][C:24]=4[CH:25]=[CH:26][C:18]=3[CH2:17][C@@H:16]([NH:28][C:29]([O:31][CH2:32][C:33]3[CH:38]=[CH:37][CH:36]=[CH:35][CH:34]=3)=[O:30])[C:15]2=[O:39])[CH2:10][CH2:9]1)=O)(C)(C)C.C1(OC)C=CC=CC=1.[CH3:48][S:49]([OH:52])(=[O:51])=[O:50]. The catalyst is ClCCl.C(OCC)C. The product is [CH3:48][S:49]([OH:52])(=[O:51])=[O:50].[O:39]=[C:15]1[N:14]([CH:11]2[CH2:12][CH2:13][NH:8][CH2:9][CH2:10]2)[CH2:27][C:19]2[C:20]3[CH:21]=[N:22][NH:23][C:24]=3[CH:25]=[CH:26][C:18]=2[CH2:17][C@H:16]1[NH:28][C:29](=[O:30])[O:31][CH2:32][C:33]1[CH:38]=[CH:37][CH:36]=[CH:35][CH:34]=1. The yield is 1.00.